From a dataset of Catalyst prediction with 721,799 reactions and 888 catalyst types from USPTO. Predict which catalyst facilitates the given reaction. (1) Reactant: [C:1]([N:4]1[C:13]2[C:8](=[CH:9][C:10]([C:14]3[CH:15]=[CH:16][C:17]([C:20]([O:22]C)=[O:21])=[N:18][CH:19]=3)=[CH:11][CH:12]=2)[C@H:7]([NH:24][C:25]2[CH:30]=[CH:29][C:28]([C:31]#[N:32])=[CH:27][N:26]=2)[CH2:6][C@@H:5]1[CH3:33])(=[O:3])[CH3:2].O.[OH-].[Li+].C(O)(=O)C. Product: [C:1]([N:4]1[C:13]2[C:8](=[CH:9][C:10]([C:14]3[CH:15]=[CH:16][C:17]([C:20]([OH:22])=[O:21])=[N:18][CH:19]=3)=[CH:11][CH:12]=2)[C@H:7]([NH:24][C:25]2[CH:30]=[CH:29][C:28]([C:31]#[N:32])=[CH:27][N:26]=2)[CH2:6][C@@H:5]1[CH3:33])(=[O:3])[CH3:2]. The catalyst class is: 12. (2) Reactant: [Cl:1][CH2:2][CH2:3][CH2:4][CH2:5][N:6]1[CH:11]=[C:10]([C:12]2[O:16][C:15]([CH3:17])=[N:14][C:13]=2[CH3:18])[C:9](=[O:19])[NH:8][C:7]1=[O:20].[F:21][C:22]([F:36])([F:35])[C:23]1[CH:28]=[CH:27][C:26]([C@:29]23[CH2:34][C@H:33]2[CH2:32][NH:31][CH2:30]3)=[CH:25][CH:24]=1.CCN(C(C)C)C(C)C.Cl.O1CCOCC1. Product: [ClH:1].[CH3:17][C:15]1[O:16][C:12]([C:10]2[C:9](=[O:19])[NH:8][C:7](=[O:20])[N:6]([CH2:5][CH2:4][CH2:3][CH2:2][N:31]3[CH2:32][C@H:33]4[C@:29]([C:26]5[CH:25]=[CH:24][C:23]([C:22]([F:21])([F:36])[F:35])=[CH:28][CH:27]=5)([CH2:34]4)[CH2:30]3)[CH:11]=2)=[C:13]([CH3:18])[N:14]=1. The catalyst class is: 14.